This data is from NCI-60 drug combinations with 297,098 pairs across 59 cell lines. The task is: Regression. Given two drug SMILES strings and cell line genomic features, predict the synergy score measuring deviation from expected non-interaction effect. Drug 1: CNC(=O)C1=NC=CC(=C1)OC2=CC=C(C=C2)NC(=O)NC3=CC(=C(C=C3)Cl)C(F)(F)F. Drug 2: CC1C(C(CC(O1)OC2CC(CC3=C2C(=C4C(=C3O)C(=O)C5=CC=CC=C5C4=O)O)(C(=O)C)O)N)O. Cell line: HL-60(TB). Synergy scores: CSS=64.8, Synergy_ZIP=7.20, Synergy_Bliss=7.11, Synergy_Loewe=5.32, Synergy_HSA=8.52.